This data is from Full USPTO retrosynthesis dataset with 1.9M reactions from patents (1976-2016). The task is: Predict the reactants needed to synthesize the given product. (1) Given the product [Cl:1][C:2]1[CH:7]=[C:6]([O:11][CH2:12][CH3:13])[CH:5]=[CH:4][N:3]=1, predict the reactants needed to synthesize it. The reactants are: [Cl:1][C:2]1[CH:7]=[C:6]([N+]([O-])=O)[CH:5]=[CH:4][N:3]=1.[O-:11][CH2:12][CH3:13].[Na+]. (2) Given the product [Cl:25][C:20]1[CH:21]=[C:9]([C:10]([O:12][CH3:13])=[O:11])[C:16]([CH2:1][CH3:2])=[N:17][CH:19]=1, predict the reactants needed to synthesize it. The reactants are: [CH3:1][C:2](C)([O-])C.[K+].O=C(CC)[CH2:9][C:10]([O:12][CH3:13])=[O:11].[CH3:16][N:17](/[CH:19]=[C:20](\[Cl:25])/[CH:21]=[N+](C)C)C.F[P-](F)(F)(F)(F)F.N12CCN(CC1)CC2.C([O-])(=O)C.[NH4+]. (3) Given the product [Cl:3][C:4]1[CH:9]=[C:8]([Cl:10])[N:7]=[CH:6][C:5]=1[C:11]1([C:12]#[N:13])[CH2:16][CH2:15]1, predict the reactants needed to synthesize it. The reactants are: [H-].[Na+].[Cl:3][C:4]1[CH:9]=[C:8]([Cl:10])[N:7]=[CH:6][C:5]=1[CH2:11][C:12]#[N:13].Br[CH2:15][CH2:16]Cl. (4) Given the product [CH:36]1([N:5]([C:6]2[C:7]3[CH2:28][NH:27][CH2:26][CH2:25][C:8]=3[N:9]=[C:10]([NH:12][C:13]3[CH:18]=[CH:17][C:16]([N:19]4[CH:23]=[CH:22][N:21]=[C:20]4[CH3:24])=[CH:15][CH:14]=3)[N:11]=2)[CH2:4][CH2:3][C:1]#[N:2])[CH2:37][CH2:38]1, predict the reactants needed to synthesize it. The reactants are: [C:1]([CH2:3][CH2:4][N:5]([CH:36]1[CH2:38][CH2:37]1)[C:6]1[C:7]2[CH2:28][N:27](C(OC(C)(C)C)=O)[CH2:26][CH2:25][C:8]=2[N:9]=[C:10]([NH:12][C:13]2[CH:18]=[CH:17][C:16]([N:19]3[CH:23]=[CH:22][N:21]=[C:20]3[CH3:24])=[CH:15][CH:14]=2)[N:11]=1)#[N:2].Cl.